This data is from Forward reaction prediction with 1.9M reactions from USPTO patents (1976-2016). The task is: Predict the product of the given reaction. (1) Given the reactants [CH3:1][CH2:2][CH2:3][CH2:4][CH2:5][CH2:6][CH2:7][CH2:8][CH2:9][CH2:10][CH2:11][C:12]([O:14][CH2:15][CH:16](O)COC(CCCCCCCCCCC)=O)=[O:13], predict the reaction product. The product is: [CH:15]([O:14][C:12](=[O:13])[CH2:11][CH2:10][CH2:9][CH2:8][CH2:7][CH2:6][CH2:5][CH2:4][CH2:3][CH2:2][CH3:1])=[CH2:16]. (2) Given the reactants [Cl:1][C:2]1[CH:10]=[CH:9][C:5]2[CH2:6][CH2:7][O:8][C:4]=2[CH:3]=1.[Br:11]C1C=CC(Cl)=CC=1O.C1C(=O)N(Br)C(=O)C1.BrC1OC2C=CC(Cl)=CC=2C1, predict the reaction product. The product is: [Br:11][C:10]1[C:2]([Cl:1])=[CH:3][C:4]2[O:8][CH2:7][CH2:6][C:5]=2[CH:9]=1. (3) Given the reactants [NH2:1][C:2]1[N:10]=[C:9]2[C:5]([N:6]=[C:7]([I:21])[N:8]2[C@@H:11]2[O:17][C@H:16]([CH2:18][OH:19])[C@@H:14]([OH:15])[C@@:12]2([CH3:20])[OH:13])=[C:4]([O:22]C)[N:3]=1.C(N(CC)C(C)C)C.[Na+].[I-].C[Si](Cl)(C)C.C(N(CC)CC)C, predict the reaction product. The product is: [NH2:1][C:2]1[NH:3][C:4](=[O:22])[C:5]2[N:6]=[C:7]([I:21])[N:8]([C@H:11]3[C@@:12]([OH:13])([CH3:20])[C@H:14]([OH:15])[C@@H:16]([CH2:18][OH:19])[O:17]3)[C:9]=2[N:10]=1. (4) Given the reactants C(O)(C(F)(F)F)=O.Cl[C:9]1[CH:14]=[C:13]([N:15]2[CH:24]([CH3:25])[CH2:23][C:22]3[C:17](=[CH:18][C:19]([C:26]4[CH:27]=[N:28][N:29]([CH3:31])[CH:30]=4)=[CH:20][CH:21]=3)[CH2:16]2)[N:12]=[C:11]([NH2:32])[N:10]=1.[NH:33]1[CH2:38][CH2:37][CH2:36][C@H:35]([NH:39]C(=O)OC(C)(C)C)[CH2:34]1, predict the reaction product. The product is: [NH2:39][C@H:35]1[CH2:36][CH2:37][CH2:38][N:33]([C:9]2[CH:14]=[C:13]([N:15]3[CH:24]([CH3:25])[CH2:23][C:22]4[C:17](=[CH:18][C:19]([C:26]5[CH:27]=[N:28][N:29]([CH3:31])[CH:30]=5)=[CH:20][CH:21]=4)[CH2:16]3)[N:12]=[C:11]([NH2:32])[N:10]=2)[CH2:34]1. (5) Given the reactants Br[C:2]1[CH:3]=[C:4]([CH:25]=[CH:26][CH:27]=1)[CH2:5][CH2:6][O:7][CH2:8][CH2:9][C:10]([N:12]([CH:19]1[CH2:24][CH2:23][CH2:22][CH2:21][CH2:20]1)[CH2:13][CH:14]([O:17][CH3:18])[O:15][CH3:16])=[O:11].[CH3:28][N:29]1[CH:33]=[C:32](B2OC(C)(C)C(C)(C)O2)[CH:31]=[N:30]1.C(=O)([O-])[O-].[K+].[K+].CO, predict the reaction product. The product is: [CH:19]1([N:12]([CH2:13][CH:14]([O:17][CH3:18])[O:15][CH3:16])[C:10](=[O:11])[CH2:9][CH2:8][O:7][CH2:6][CH2:5][C:4]2[CH:25]=[CH:26][CH:27]=[C:2]([C:32]3[CH:31]=[N:30][N:29]([CH3:28])[CH:33]=3)[CH:3]=2)[CH2:24][CH2:23][CH2:22][CH2:21][CH2:20]1. (6) Given the reactants [OH:1][CH2:2][CH2:3][N:4]([CH2:17][C:18]([F:21])([F:20])[F:19])[C:5]1[CH:12]=[CH:11][C:8]([C:9]#[N:10])=[C:7]([C:13]([F:16])([F:15])[F:14])[CH:6]=1.[CH3:22][C:23]([C:25]1[CH:26]=[CH:27][C:28](O)=[CH:29][CH:30]=1)=[O:24], predict the reaction product. The product is: [C:23]([C:25]1[CH:26]=[CH:27][C:28]([O:1][CH2:2][CH2:3][N:4]([CH2:17][C:18]([F:19])([F:20])[F:21])[C:5]2[CH:12]=[CH:11][C:8]([C:9]#[N:10])=[C:7]([C:13]([F:15])([F:16])[F:14])[CH:6]=2)=[CH:29][CH:30]=1)(=[O:24])[CH3:22]. (7) Given the reactants [CH2:1]([O:3][C:4]([C:6]1[S:14][C:9]2=[CH:10][N:11]=[CH:12][CH:13]=[C:8]2[C:7]=1[NH:15][C:16]1[CH:21]=[CH:20][C:19](Br)=[CH:18][C:17]=1[F:23])=[O:5])[CH3:2].[I-:24].[Na+].CN[C@@H]1CCCC[C@H]1NC, predict the reaction product. The product is: [CH2:1]([O:3][C:4]([C:6]1[S:14][C:9]2=[CH:10][N:11]=[CH:12][CH:13]=[C:8]2[C:7]=1[NH:15][C:16]1[CH:21]=[CH:20][C:19]([I:24])=[CH:18][C:17]=1[F:23])=[O:5])[CH3:2].